This data is from Catalyst prediction with 721,799 reactions and 888 catalyst types from USPTO. The task is: Predict which catalyst facilitates the given reaction. (1) Reactant: [CH3:1][O:2][C:3]1[CH:8]=[C:7]([CH3:9])[C:6]([S:10]([N:13]([CH2:15][C:16]2[O:20][CH:19]=[C:18]([C:21](O)=[O:22])[CH:17]=2)[CH3:14])(=[O:12])=[O:11])=[C:5]([CH3:24])[CH:4]=1.[CH:25]1C=CC2N(O)N=NC=2C=1.CCN=C=NCCCN(C)C.[CH3:46][C:47]1([CH3:56])[CH2:52][CH:51]([NH2:53])[CH2:50][C:49]([CH3:55])([CH3:54])[NH:48]1. Product: [CH3:1][O:2][C:3]1[CH:8]=[C:7]([CH3:9])[C:6]([S:10]([N:13]([CH2:15][C:16]2[O:20][CH:19]=[C:18]([C:21]([NH:53][CH:51]3[CH2:50][C:49]([CH3:55])([CH3:54])[N:48]([CH3:25])[C:47]([CH3:56])([CH3:46])[CH2:52]3)=[O:22])[CH:17]=2)[CH3:14])(=[O:11])=[O:12])=[C:5]([CH3:24])[CH:4]=1. The catalyst class is: 3. (2) Reactant: [CH:1]1[C:10]2[C:5](=[C:6]([C:11]#[C:12][N:13]3[C:21]4[CH:20]=[CH:19][C:18]([CH3:22])=[CH:17][C:16]=4[C:15]4[CH2:23][N:24]([CH3:27])[CH2:25][CH2:26][C:14]3=4)[CH:7]=[CH:8][CH:9]=2)[CH:4]=[CH:3][N:2]=1.C([O-])=O.[NH4+]. Product: [CH3:27][N:24]1[CH2:25][CH2:26][C:14]2[N:13]([CH2:12][CH2:11][C:6]3[CH:7]=[CH:8][CH:9]=[C:10]4[C:5]=3[CH2:4][CH2:3][NH:2][CH2:1]4)[C:21]3[CH:20]=[CH:19][C:18]([CH3:22])=[CH:17][C:16]=3[C:15]=2[CH2:23]1. The catalyst class is: 19. (3) Reactant: [Br:1][C:2]1[S:6][C:5]([C:7]2[S:11][C:10]([C:12]3[S:13][C:14]([C:17]4[S:18][C:19]([C:27]5[S:28][C:29]([Br:32])=[CH:30][CH:31]=5)=[CH:20][C:21]=4[CH2:22][C:23]([O:25]C)=[O:24])=[CH:15][CH:16]=3)=[C:9]([CH2:33][C:34]([O:36]C)=[O:35])[CH:8]=2)=[CH:4][CH:3]=1.[OH-].[Na+].O.Cl. The catalyst class is: 12. Product: [Br:32][C:29]1[S:28][C:27]([C:19]2[S:18][C:17]([C:14]3[S:13][C:12]([C:10]4[S:11][C:7]([C:5]5[S:6][C:2]([Br:1])=[CH:3][CH:4]=5)=[CH:8][C:9]=4[CH2:33][C:34]([OH:36])=[O:35])=[CH:16][CH:15]=3)=[C:21]([CH2:22][C:23]([OH:25])=[O:24])[CH:20]=2)=[CH:31][CH:30]=1.